From a dataset of Full USPTO retrosynthesis dataset with 1.9M reactions from patents (1976-2016). Predict the reactants needed to synthesize the given product. (1) The reactants are: Cl.[CH3:2][O:3][C:4](=[O:9])[C@H:5]([CH2:7][OH:8])[NH2:6].[F:10][C:11]1[CH:16]=[CH:15][C:14]([S:17](Cl)(=[O:19])=[O:18])=[CH:13][CH:12]=1. Given the product [F:10][C:11]1[CH:16]=[CH:15][C:14]([S:17]([NH:6][C@@H:5]([CH2:7][OH:8])[C:4]([O:3][CH3:2])=[O:9])(=[O:19])=[O:18])=[CH:13][CH:12]=1, predict the reactants needed to synthesize it. (2) Given the product [F:39][CH:38]([F:40])[C:26]1[CH:25]=[CH:24][C:23]([B:11]2[O:15][C:14]([CH3:17])([CH3:16])[C:13]([CH3:19])([CH3:18])[O:12]2)=[C:31]2[C:27]=1[C:28]([NH:33][S:34]([CH3:37])(=[O:36])=[O:35])=[N:29][N:30]2[CH3:32], predict the reactants needed to synthesize it. The reactants are: ClC1C=CC([B:11]2[O:15][C:14]([CH3:17])([CH3:16])[C:13]([CH3:19])([CH3:18])[O:12]2)=C2C=1C(N)=NN2C.Br[C:23]1[CH:24]=[CH:25][C:26]([CH:38]([F:40])[F:39])=[C:27]2[C:31]=1[N:30]([CH3:32])[N:29]=[C:28]2[NH:33][S:34]([CH3:37])(=[O:36])=[O:35].